Dataset: Full USPTO retrosynthesis dataset with 1.9M reactions from patents (1976-2016). Task: Predict the reactants needed to synthesize the given product. Given the product [NH:1]1[C:5]2[CH:6]=[CH:7][CH:8]=[C:9]([N:10]3[C:14]4=[N:15][CH:16]=[N:17][C:18]([NH:19]/[N:20]=[CH:21]/[C:22]5[CH:23]=[CH:24][C:25]([C:26]([NH:36][CH2:35][CH2:34][CH2:33][N:32]([CH3:37])[CH3:31])=[O:27])=[CH:29][CH:30]=5)=[C:13]4[CH:12]=[N:11]3)[C:4]=2[N:3]=[CH:2]1, predict the reactants needed to synthesize it. The reactants are: [NH:1]1[C:5]2[CH:6]=[CH:7][CH:8]=[C:9]([N:10]3[C:14]4=[N:15][CH:16]=[N:17][C:18]([NH:19]/[N:20]=[CH:21]/[C:22]5[CH:30]=[CH:29][C:25]([C:26](O)=[O:27])=[CH:24][CH:23]=5)=[C:13]4[CH:12]=[N:11]3)[C:4]=2[N:3]=[CH:2]1.[CH3:31][N:32]([CH3:37])[CH2:33][CH2:34][CH2:35][NH2:36].C(P(=O)(OCC)OCC)#N.C(N(CC)CC)C.